From a dataset of Full USPTO retrosynthesis dataset with 1.9M reactions from patents (1976-2016). Predict the reactants needed to synthesize the given product. (1) Given the product [F:20][C:12]([F:21])([C:13]1[CH:18]=[CH:17][C:16]([F:19])=[CH:15][CH:14]=1)[C:8]1[N:7]=[C:6]([S:22][CH3:23])[C:5]2[C:10](=[CH:11][C:2]([C:26]3([OH:28])[CH2:27][O:24][CH2:25]3)=[CH:3][CH:4]=2)[N:9]=1, predict the reactants needed to synthesize it. The reactants are: Br[C:2]1[CH:11]=[C:10]2[C:5]([C:6]([S:22][CH3:23])=[N:7][C:8]([C:12]([F:21])([F:20])[C:13]3[CH:18]=[CH:17][C:16]([F:19])=[CH:15][CH:14]=3)=[N:9]2)=[CH:4][CH:3]=1.[O:24]1[CH2:27][C:26](=[O:28])[CH2:25]1.C([Li])CCC.C1COCC1.CC(O)=O. (2) Given the product [Cl:1][C:2]1[CH:7]=[C:6]([O:8][CH3:9])[CH:5]=[CH:4][C:3]=1[C:10]1[N:15]2[N:16]=[C:17]([CH3:24])[C:18]([C:19]([OH:21])=[O:20])=[C:14]2[CH:13]=[CH:12][C:11]=1[CH3:25], predict the reactants needed to synthesize it. The reactants are: [Cl:1][C:2]1[CH:7]=[C:6]([O:8][CH3:9])[CH:5]=[CH:4][C:3]=1[C:10]1[N:15]2[N:16]=[C:17]([CH3:24])[C:18]([C:19]([O:21]CC)=[O:20])=[C:14]2[CH:13]=[CH:12][C:11]=1[CH3:25].[OH-].[K+].